From a dataset of Catalyst prediction with 721,799 reactions and 888 catalyst types from USPTO. Predict which catalyst facilitates the given reaction. (1) Reactant: [O-]P([O-])([O-])=O.[K+].[K+].[K+].[I:9][C:10]1[CH:11]=[N:12][NH:13][CH:14]=1.Cl[CH2:16][CH:17]1[O:21][C:20](=[O:22])[NH:19][CH2:18]1. Product: [I:9][C:10]1[CH:11]=[N:12][N:13]([CH2:16][CH:17]2[O:21][C:20](=[O:22])[NH:19][CH2:18]2)[CH:14]=1. The catalyst class is: 346. (2) Reactant: O(C(C)(C)C)[K].[O:7]1[C:11]2[CH:12]=[CH:13][CH:14]=[C:15]([O:16][CH2:17][CH2:18][OH:19])[C:10]=2[O:9][CH2:8]1.[Cl:20][C:21]1[C:22]([N:31]2[CH2:36][CH2:35][N:34](C(OC(C)(C)C)=O)[CH2:33][CH:32]2[CH3:44])=[N:23][C:24]2[C:29]([N:30]=1)=[CH:28][CH:27]=[CH:26][CH:25]=2. Product: [ClH:20].[O:7]1[C:11]2[CH:12]=[CH:13][CH:14]=[C:15]([O:16][CH2:17][CH2:18][O:19][C:21]3[C:22]([N:31]4[CH2:36][CH2:35][NH:34][CH2:33][CH:32]4[CH3:44])=[N:23][C:24]4[C:29](=[CH:28][CH:27]=[CH:26][CH:25]=4)[N:30]=3)[C:10]=2[O:9][CH2:8]1. The catalyst class is: 12. (3) Reactant: [N+:1]([C:4]1[CH:9]=[C:8]([N+:10]([O-:12])=[O:11])[CH:7]=[CH:6][C:5]=1[O:13]C(=O)[O:13][C:5]1[CH:6]=[CH:7][C:8]([N+:10]([O-:12])=[O:11])=[CH:9][C:4]=1[N+:1]([O-:3])=[O:2])([O-:3])=[O:2].C(OC(=O)NN)(C)(C)C. Product: [N+:1]([C:4]1[CH:9]=[C:8]([N+:10]([O-:12])=[O:11])[CH:7]=[CH:6][C:5]=1[OH:13])([O-:3])=[O:2]. The catalyst class is: 413. (4) Reactant: Cl.NCCC[CH:6]=[C:7]([CH3:11])[C:8]([NH2:10])=[O:9].C(O[C:16](=O)[CH3:17])(=O)C.[CH2:19](N(CC)CC)C.C([NH-])(=O)C. Product: [CH3:19][CH2:16][CH2:17][NH:10][C:8](=[O:9])[C:7]([CH3:11])=[CH2:6]. The catalyst class is: 5.